Dataset: Full USPTO retrosynthesis dataset with 1.9M reactions from patents (1976-2016). Task: Predict the reactants needed to synthesize the given product. (1) Given the product [Cl:1][C:2]1[C:3]([N:9]2[C:10]([CH3:15])=[CH:11][CH:12]=[C:13]2[CH3:14])=[CH:4][CH:5]=[C:6]([F:8])[C:7]=1[C:21]([O:22][CH3:23])=[O:24], predict the reactants needed to synthesize it. The reactants are: [Cl:1][C:2]1[CH:7]=[C:6]([F:8])[CH:5]=[CH:4][C:3]=1[N:9]1[C:13]([CH3:14])=[CH:12][CH:11]=[C:10]1[CH3:15].[Li]CCCC.[C:21](Cl)(=[O:24])[O:22][CH3:23]. (2) The reactants are: [O-]S(C(F)(F)F)(=O)=O.[CH3:9][N+:10]1[CH:14]=[CH:13][N:12]([CH2:15][C:16]([F:19])([F:18])[F:17])[CH:11]=1.[F:20][C:21]([F:33])([F:32])[S:22]([NH:25][C:26](=[O:31])[C:27]([F:30])([F:29])[F:28])(=[O:24])=[O:23].[Na]. Given the product [F:32][C:21]([F:20])([F:33])[S:22]([NH:25][C:26](=[O:31])[C:27]([F:28])([F:29])[F:30])(=[O:24])=[O:23].[CH3:9][N+:10]1[CH:14]=[CH:13][N:12]([CH2:15][C:16]([F:18])([F:17])[F:19])[CH:11]=1, predict the reactants needed to synthesize it. (3) Given the product [OH:28][C@H:25]1[CH2:24][CH2:23][C@H:22]([NH:21][C:19]([C@@H:9]2[N:8]([C:32](=[O:34])[CH3:33])[C@@H:7]([CH2:35][C:36]([CH3:39])([CH3:38])[CH3:37])[C@:6]3([C:40]4[C:45](=[CH:44][C:43]([Cl:46])=[CH:42][CH:41]=4)[NH:4][C:5]3=[O:47])[C@H:10]2[C:11]2[CH:16]=[CH:15][CH:14]=[C:13]([Cl:17])[C:12]=2[F:18])=[O:20])[CH2:27][CH2:26]1, predict the reactants needed to synthesize it. The reactants are: C([N:4]1[C:45]2[C:40](=[CH:41][CH:42]=[C:43]([Cl:46])[CH:44]=2)[C@@:6]2([C@@H:10]([C:11]3[CH:16]=[CH:15][CH:14]=[C:13]([Cl:17])[C:12]=3[F:18])[C@H:9]([C:19]([NH:21][CH:22]3[CH2:27][CH2:26][CH:25]([O:28]C(=O)C)[CH2:24][CH2:23]3)=[O:20])[N:8]([C:32](=[O:34])[CH3:33])[C@H:7]2[CH2:35][C:36]([CH3:39])([CH3:38])[CH3:37])[C:5]1=[O:47])(=O)C.C(=O)([O-])[O-].[K+].[K+]. (4) Given the product [Br:1][C:2]1[CH:7]=[CH:6][C:5]([S:8]([NH:11][C:12]2[C:21]3[C:16](=[CH:17][CH:18]=[CH:19][CH:20]=3)[C:15]([O:22][CH3:23])=[C:14]([S:24][CH2:25][C:26]([NH2:30])=[O:28])[CH:13]=2)(=[O:10])=[O:9])=[CH:4][CH:3]=1, predict the reactants needed to synthesize it. The reactants are: [Br:1][C:2]1[CH:7]=[CH:6][C:5]([S:8]([NH:11][C:12]2[C:21]3[C:16](=[CH:17][CH:18]=[CH:19][CH:20]=3)[C:15]([O:22][CH3:23])=[C:14]([S:24][CH2:25][C:26]([O:28]C)=O)[CH:13]=2)(=[O:10])=[O:9])=[CH:4][CH:3]=1.[NH4+:30].[OH-].